Predict the product of the given reaction. From a dataset of Forward reaction prediction with 1.9M reactions from USPTO patents (1976-2016). (1) Given the reactants [Cl:1][CH2:2][CH2:3][N:4]([CH2:15][CH2:16][Cl:17])[CH2:5][C:6]1[CH:11]=[CH:10][CH:9]=[C:8]([N+:12]([O-])=O)[CH:7]=1.Cl[C:19]1[C:20]2[C:25]([N:26]=[C:27]3[C:32]=1[CH:31]=[CH:30][CH:29]=[CH:28]3)=[CH:24][CH:23]=[CH:22][CH:21]=2, predict the reaction product. The product is: [CH:21]1[C:20]2[C:25](=[N:26][C:27]3[C:32]([C:19]=2[NH:12][C:8]2[CH:9]=[CH:10][CH:11]=[C:6]([CH2:5][N:4]([CH2:15][CH2:16][Cl:17])[CH2:3][CH2:2][Cl:1])[CH:7]=2)=[CH:31][CH:30]=[CH:29][CH:28]=3)[CH:24]=[CH:23][CH:22]=1. (2) Given the reactants [CH3:1][C:2]1[N:3]=[C:4]([C:7]2[C:15]3[CH2:14][CH2:13][O:12][CH2:11][C:10]=3[S:9][C:8]=2[NH2:16])[S:5][CH:6]=1.[C:17]12[C:26](=[O:27])[O:25][C:23](=[O:24])[C:18]=1[CH2:19][CH2:20][CH2:21][CH2:22]2, predict the reaction product. The product is: [CH3:1][C:2]1[N:3]=[C:4]([C:7]2[C:15]3[CH2:14][CH2:13][O:12][CH2:11][C:10]=3[S:9][C:8]=2[NH:16][C:26]([C:17]2[CH2:22][CH2:21][CH2:20][CH2:19][C:18]=2[C:23]([OH:25])=[O:24])=[O:27])[S:5][CH:6]=1. (3) The product is: [ClH:1].[Cl:1][C:2]1[CH:3]=[CH:4][C:5]([C:8]2[S:17][C:11]3[C:12](=[O:16])[N:13]([C:19]4[CH:24]=[CH:23][C:22]([NH:25][C:26](=[O:33])[CH2:27][N:28]5[CH2:32][CH2:31][CH2:30][CH2:29]5)=[C:21]([O:34][CH3:35])[CH:20]=4)[CH2:14][CH2:15][C:10]=3[CH:9]=2)=[CH:6][CH:7]=1. Given the reactants [Cl:1][C:2]1[CH:7]=[CH:6][C:5]([C:8]2[S:17][C:11]3[C:12](=[O:16])[NH:13][CH2:14][CH2:15][C:10]=3[CH:9]=2)=[CH:4][CH:3]=1.Br[C:19]1[CH:24]=[CH:23][C:22]([NH:25][C:26](=[O:33])[CH2:27][N:28]2[CH2:32][CH2:31][CH2:30][CH2:29]2)=[C:21]([O:34][CH3:35])[CH:20]=1.C([O-])([O-])=O.[Cs+].[Cs+].CNCCNC.Cl.CCOCC, predict the reaction product. (4) The product is: [Cl:1][C:2]1[CH:22]=[CH:21][C:5]([CH2:6][NH:7][C:8]([C:10]2[C:11](=[O:20])[C:12]3[S:18][CH:17]=[CH:16][C:34]=3[N:33]([CH2:32][CH3:23])[CH:35]=2)=[O:9])=[CH:4][CH:3]=1. Given the reactants [Cl:1][C:2]1[CH:22]=[CH:21][C:5]([CH2:6][NH:7][C:8]([C:10]2[C:11]([OH:20])=[C:12]3[S:18][C:17](I)=[CH:16]C3=NC=2)=[O:9])=[CH:4][CH:3]=1.[C:23]([O-])([O-])=O.[K+].[K+].CI.O.[CH3:32][N:33]([CH:35]=O)[CH3:34], predict the reaction product. (5) Given the reactants [C:1]([O:5][CH2:6][C:7]1[CH:12]=[CH:11][C:10](B(O)O)=[CH:9][CH:8]=1)([CH3:4])([CH3:3])[CH3:2].Cl[C:17]1[CH:22]=[C:21](Cl)[N:20]=[CH:19][N:18]=1.[IH:24], predict the reaction product. The product is: [I:24][C:17]1[CH:22]=[C:21]([C:10]2[CH:11]=[CH:12][C:7]([CH2:6][O:5][C:1]([CH3:4])([CH3:3])[CH3:2])=[CH:8][CH:9]=2)[N:20]=[CH:19][N:18]=1. (6) Given the reactants [F:1][C:2]([F:14])([F:13])[O:3][C:4]1[CH:12]=[CH:11][C:7]([C:8](Cl)=[O:9])=[CH:6][CH:5]=1.Cl.[CH3:16][O:17][NH:18][CH3:19].C(N(C(C)C)C(C)C)C.O, predict the reaction product. The product is: [CH3:16][O:17][N:18]([CH3:19])[C:8](=[O:9])[C:7]1[CH:11]=[CH:12][C:4]([O:3][C:2]([F:14])([F:13])[F:1])=[CH:5][CH:6]=1.